Dataset: Forward reaction prediction with 1.9M reactions from USPTO patents (1976-2016). Task: Predict the product of the given reaction. (1) The product is: [CH2:1]([NH:8][C:9]1[N:13]([CH2:14][CH:15]([OH:25])[CH2:16][OH:17])[N:12]=[C:11]([Br:18])[C:10]=1[N+:19]([O-:21])=[O:20])[C:2]1[CH:3]=[CH:4][CH:5]=[CH:6][CH:7]=1.[ClH:22]. Given the reactants [CH2:1]([NH:8][C:9]1[N:13]([CH2:14][CH2:15][CH2:16][OH:17])[N:12]=[C:11]([Br:18])[C:10]=1[N+:19]([O-:21])=[O:20])[C:2]1[CH:7]=[CH:6][CH:5]=[CH:4][CH:3]=1.[ClH:22].CC[OH:25], predict the reaction product. (2) Given the reactants [CH3:1][C@H:2]1[CH2:6][CH2:5][CH2:4][NH:3]1.[CH2:7]([O:9][C:10]([C:12]1[S:13][CH:14]=[C:15]([C:17](O)=[O:18])[N:16]=1)=[O:11])[CH3:8].C(P1(=O)OP(=O)(CCC)OP(=O)(CCC)O1)CC.CCN(C(C)C)C(C)C.C(=O)(O)[O-].[Na+], predict the reaction product. The product is: [CH3:1][C@H:2]1[CH2:6][CH2:5][CH2:4][N:3]1[C:17]([C:15]1[N:16]=[C:12]([C:10]([O:9][CH2:7][CH3:8])=[O:11])[S:13][CH:14]=1)=[O:18]. (3) Given the reactants [Li]CCCC.CCCCCC.Br[C:13]1[S:17][C:16]([C:18]([C:25]2[CH:30]=[CH:29][CH:28]=[C:27]([Cl:31])[CH:26]=2)([O:20][Si:21]([CH3:24])([CH3:23])[CH3:22])[CH3:19])=[CH:15][CH:14]=1.CN([CH:35]=[O:36])C, predict the reaction product. The product is: [Cl:31][C:27]1[CH:26]=[C:25]([C:18]([C:16]2[S:17][C:13]([CH:35]=[O:36])=[CH:14][CH:15]=2)([O:20][Si:21]([CH3:24])([CH3:23])[CH3:22])[CH3:19])[CH:30]=[CH:29][CH:28]=1. (4) The product is: [Cl:12][C:10]1[CH:11]=[C:2]([NH:1][CH2:31][C:28]2[N:27]=[CH:26][N:25]([CH3:24])[C:29]=2[CH3:30])[CH:3]=[C:4]2[C:9]=1[N:8]=[CH:7][C:6]([C:13]#[N:14])=[C:5]2[NH:15][C:16]1[CH:21]=[CH:20][C:19]([F:22])=[C:18]([Cl:23])[CH:17]=1. Given the reactants [NH2:1][C:2]1[CH:3]=[C:4]2[C:9](=[C:10]([Cl:12])[CH:11]=1)[N:8]=[CH:7][C:6]([C:13]#[N:14])=[C:5]2[NH:15][C:16]1[CH:21]=[CH:20][C:19]([F:22])=[C:18]([Cl:23])[CH:17]=1.[CH3:24][N:25]1[C:29]([CH3:30])=[C:28]([CH:31]=O)[N:27]=[CH:26]1.[BH3-]C#N.[Na+], predict the reaction product. (5) The product is: [Br:31][CH2:32][CH2:33][CH2:34][C:35]1[O:21][N:20]=[C:18]([C:3]2[CH:4]=[C:5]([O:16][CH3:17])[C:6]([CH2:8][O:9][CH:10]3[CH2:15][CH2:14][CH2:13][CH2:12][O:11]3)=[CH:7][C:2]=2[Cl:1])[N:19]=1. Given the reactants [Cl:1][C:2]1[CH:7]=[C:6]([CH2:8][O:9][CH:10]2[CH2:15][CH2:14][CH2:13][CH2:12][O:11]2)[C:5]([O:16][CH3:17])=[CH:4][C:3]=1[C:18](=[N:20][OH:21])[NH2:19].CCN(C(C)C)C(C)C.[Br:31][CH2:32][CH2:33][CH2:34][C:35](Cl)=O, predict the reaction product. (6) Given the reactants Cl[C:2]1[CH:11]=[N:10][C:9]2[C:4](=[CH:5][CH:6]=[C:7]([Cl:12])[CH:8]=2)[N:3]=1.[CH3:13][N:14]1[CH2:19][CH2:18][NH:17][CH2:16][CH2:15]1, predict the reaction product. The product is: [Cl:12][C:7]1[CH:8]=[C:9]2[C:4](=[CH:5][CH:6]=1)[N:3]=[C:2]([N:17]1[CH2:18][CH2:19][N:14]([CH3:13])[CH2:15][CH2:16]1)[CH:11]=[N:10]2.